Dataset: Full USPTO retrosynthesis dataset with 1.9M reactions from patents (1976-2016). Task: Predict the reactants needed to synthesize the given product. Given the product [CH3:1][O:2][C:3]1[CH:8]=[CH:7][C:6]([C:9]([NH:24][C:25]2[O:26][C:27]([CH3:43])([CH3:42])[C:28]([F:41])([F:40])[C@:29]([C:32]3[CH:37]=[C:36]([NH:44][C:45]4[CH:52]=[CH:51][CH:50]=[CH:49][C:46]=4[C:47]#[N:48])[CH:35]=[CH:34][C:33]=3[F:39])([CH3:31])[N:30]=2)([C:16]2[CH:21]=[CH:20][C:19]([O:22][CH3:23])=[CH:18][CH:17]=2)[C:10]2[CH:15]=[CH:14][CH:13]=[CH:12][CH:11]=2)=[CH:5][CH:4]=1, predict the reactants needed to synthesize it. The reactants are: [CH3:1][O:2][C:3]1[CH:8]=[CH:7][C:6]([C:9]([NH:24][C:25]2[O:26][C:27]([CH3:43])([CH3:42])[C:28]([F:41])([F:40])[C@:29]([C:32]3[CH:37]=[C:36](Br)[CH:35]=[CH:34][C:33]=3[F:39])([CH3:31])[N:30]=2)([C:16]2[CH:21]=[CH:20][C:19]([O:22][CH3:23])=[CH:18][CH:17]=2)[C:10]2[CH:15]=[CH:14][CH:13]=[CH:12][CH:11]=2)=[CH:5][CH:4]=1.[NH2:44][C:45]1[CH:52]=[CH:51][CH:50]=[CH:49][C:46]=1[C:47]#[N:48].